Dataset: NCI-60 drug combinations with 297,098 pairs across 59 cell lines. Task: Regression. Given two drug SMILES strings and cell line genomic features, predict the synergy score measuring deviation from expected non-interaction effect. (1) Drug 1: C1C(C(OC1N2C=NC3=C(N=C(N=C32)Cl)N)CO)O. Drug 2: CC12CCC3C(C1CCC2O)C(CC4=C3C=CC(=C4)O)CCCCCCCCCS(=O)CCCC(C(F)(F)F)(F)F. Cell line: SK-MEL-5. Synergy scores: CSS=8.36, Synergy_ZIP=-0.0852, Synergy_Bliss=1.21, Synergy_Loewe=0.355, Synergy_HSA=1.06. (2) Drug 1: C1=CC(=CC=C1CCCC(=O)O)N(CCCl)CCCl. Drug 2: C#CCC(CC1=CN=C2C(=N1)C(=NC(=N2)N)N)C3=CC=C(C=C3)C(=O)NC(CCC(=O)O)C(=O)O. Cell line: SF-539. Synergy scores: CSS=2.97, Synergy_ZIP=-5.16, Synergy_Bliss=-11.5, Synergy_Loewe=-41.0, Synergy_HSA=-9.27. (3) Drug 1: COC1=C2C(=CC3=C1OC=C3)C=CC(=O)O2. Drug 2: C(CCl)NC(=O)N(CCCl)N=O. Cell line: DU-145. Synergy scores: CSS=10.3, Synergy_ZIP=2.58, Synergy_Bliss=9.12, Synergy_Loewe=5.14, Synergy_HSA=3.98. (4) Drug 1: C#CCC(CC1=CN=C2C(=N1)C(=NC(=N2)N)N)C3=CC=C(C=C3)C(=O)NC(CCC(=O)O)C(=O)O. Drug 2: CN(C(=O)NC(C=O)C(C(C(CO)O)O)O)N=O. Cell line: OVCAR-5. Synergy scores: CSS=-3.35, Synergy_ZIP=0.160, Synergy_Bliss=-2.66, Synergy_Loewe=-6.57, Synergy_HSA=-6.58. (5) Synergy scores: CSS=6.57, Synergy_ZIP=-1.45, Synergy_Bliss=2.76, Synergy_Loewe=1.06, Synergy_HSA=2.61. Drug 1: CC1=C(N=C(N=C1N)C(CC(=O)N)NCC(C(=O)N)N)C(=O)NC(C(C2=CN=CN2)OC3C(C(C(C(O3)CO)O)O)OC4C(C(C(C(O4)CO)O)OC(=O)N)O)C(=O)NC(C)C(C(C)C(=O)NC(C(C)O)C(=O)NCCC5=NC(=CS5)C6=NC(=CS6)C(=O)NCCC[S+](C)C)O. Drug 2: C1=NNC2=C1C(=O)NC=N2. Cell line: SK-OV-3. (6) Drug 1: CC1=C2C(C(=O)C3(C(CC4C(C3C(C(C2(C)C)(CC1OC(=O)C(C(C5=CC=CC=C5)NC(=O)OC(C)(C)C)O)O)OC(=O)C6=CC=CC=C6)(CO4)OC(=O)C)O)C)O. Drug 2: C1CCC(C(C1)N)N.C(=O)(C(=O)[O-])[O-].[Pt+4]. Cell line: NCIH23. Synergy scores: CSS=6.91, Synergy_ZIP=-1.18, Synergy_Bliss=3.70, Synergy_Loewe=-4.66, Synergy_HSA=1.10.